From a dataset of Blood-brain barrier permeability classification from the B3DB database. Regression/Classification. Given a drug SMILES string, predict its absorption, distribution, metabolism, or excretion properties. Task type varies by dataset: regression for continuous measurements (e.g., permeability, clearance, half-life) or binary classification for categorical outcomes (e.g., BBB penetration, CYP inhibition). Dataset: b3db_classification. (1) The compound is Cc1ccc(S[C@@H](C)C(=O)N(C)Cc2nc(-c3ccccc3Cl)no2)cc1. The result is 0 (does not penetrate BBB). (2) The compound is COc1ccc(N2C[C@@H](CN3CCC(O)(c4ccc5c(c4)OCO5)CC3)OC2=O)cc1. The result is 1 (penetrates BBB). (3) The compound is CCCC(O)Cl. The result is 1 (penetrates BBB).